Dataset: Reaction yield outcomes from USPTO patents with 853,638 reactions. Task: Predict the reaction yield, written as a fraction of the theoretical maximum amount of product (1.0 means a 100% yield; for example, 0.34 means a 34% yield). (1) The reactants are Cl[CH2:2][CH2:3][O:4][C:5]1[CH:9]=[C:8]([CH3:10])[N:7]([C:11]2[CH:20]=[CH:19][C:18]3[C:13](=[CH:14][CH:15]=[C:16]([O:21][CH3:22])[CH:17]=3)[CH:12]=2)[N:6]=1.[NH:23]1[CH2:28][CH2:27][O:26][CH2:25][CH2:24]1. The catalyst is CN(C)C=O. The product is [CH3:22][O:21][C:16]1[CH:17]=[C:18]2[C:13](=[CH:14][CH:15]=1)[CH:12]=[C:11]([N:7]1[C:8]([CH3:10])=[CH:9][C:5]([O:4][CH2:3][CH2:2][N:23]3[CH2:28][CH2:27][O:26][CH2:25][CH2:24]3)=[N:6]1)[CH:20]=[CH:19]2. The yield is 0.610. (2) The reactants are [F:1][C:2]1[CH:10]=[CH:9][CH:8]=[C:7]2[C:3]=1[CH2:4][CH2:5][NH:6]2.[C:11](O[C:11]([O:13][C:14]([CH3:17])([CH3:16])[CH3:15])=[O:12])([O:13][C:14]([CH3:17])([CH3:16])[CH3:15])=[O:12].C(N(C(C)C)CC)(C)C. The catalyst is C(Cl)Cl.CN(C1C=CN=CC=1)C. The product is [F:1][C:2]1[CH:10]=[CH:9][CH:8]=[C:7]2[C:3]=1[CH2:4][CH2:5][N:6]2[C:11]([O:13][C:14]([CH3:17])([CH3:16])[CH3:15])=[O:12]. The yield is 0.930. (3) The reactants are [C:1]([O:9]CC)(=[O:8])[CH2:2][C:3](OCC)=O.[H-].[Na+].ClC[C:16]1[CH:17]=[N:18][O:19][C:20]=1[C:21]1[S:22][C:23]([Cl:27])=[C:24]([Cl:26])[CH:25]=1.Cl. The catalyst is O1CCCC1.O. The product is [Cl:26][C:24]1[CH:25]=[C:21]([C:20]2[O:19][N:18]=[CH:17][C:16]=2[CH2:3][CH2:2][C:1]([OH:9])=[O:8])[S:22][C:23]=1[Cl:27]. The yield is 0.790. (4) The reactants are [N+:1]([C:4]1[CH:11]=[CH:10][CH:9]=[CH:8][C:5]=1[CH:6]=O)([O-:3])=[O:2].[NH2:12][CH:13]1[CH2:18][CH2:17][N:16]([CH2:19][C:20]2[CH:25]=[CH:24][CH:23]=[CH:22][CH:21]=2)[CH2:15][CH2:14]1.[BH4-].[Na+].[Cl-].[NH4+]. The catalyst is C(O)C. The product is [CH2:19]([N:16]1[CH2:17][CH2:18][CH:13]([NH:12][CH2:6][C:5]2[CH:8]=[CH:9][CH:10]=[CH:11][C:4]=2[N+:1]([O-:3])=[O:2])[CH2:14][CH2:15]1)[C:20]1[CH:21]=[CH:22][CH:23]=[CH:24][CH:25]=1. The yield is 0.700. (5) The reactants are BrBr.[Mg].[Br:4][C:5]1[CH:10]=[CH:9][C:8](Br)=[CH:7][N:6]=1.C([Mg]Cl)(C)C.[Li+].[Cl-].[C:19]1([CH2:25][C:26](=[O:28])[CH3:27])[CH:24]=[CH:23][CH:22]=[CH:21][CH:20]=1. No catalyst specified. The product is [Br:4][C:5]1[N:6]=[C:7]([C:26]([OH:28])([CH3:27])[CH2:25][C:19]2[CH:24]=[CH:23][CH:22]=[CH:21][CH:20]=2)[CH:8]=[CH:9][CH:10]=1. The yield is 0.810. (6) The product is [CH2:1]([N:8]1[C:12]([Br:15])=[N:11][N:10]=[N:9]1)[C:2]1[CH:3]=[CH:4][CH:5]=[CH:6][CH:7]=1. The catalyst is C1(C)C=CC=CC=1. The reactants are [CH2:1]([N:8]1[CH:12]=[N:11][N:10]=[N:9]1)[C:2]1[CH:7]=[CH:6][CH:5]=[CH:4][CH:3]=1.[OH-].[Na+].[Br:15]Br. The yield is 0.730. (7) The reactants are [O:1]1[CH2:6][CH2:5][N:4]([C:7]2[O:8][C:9]3[CH:15]=[CH:14][C:13]([N+:16]([O-])=O)=[CH:12][C:10]=3[N:11]=2)[CH2:3][CH2:2]1.S(S([O-])=O)([O-])=O.[Na+].[Na+]. The catalyst is C(O)C.O.O. The product is [O:1]1[CH2:6][CH2:5][N:4]([C:7]2[O:8][C:9]3[CH:15]=[CH:14][C:13]([NH2:16])=[CH:12][C:10]=3[N:11]=2)[CH2:3][CH2:2]1. The yield is 0.300. (8) The reactants are [F:1][C:2]1[CH:7]=[CH:6][C:5]([C:8]2[C:16]3[C:11](=[CH:12][CH:13]=[C:14]([NH2:17])[CH:15]=3)[N:10](COCCOC)[N:9]=2)=[CH:4][CH:3]=1.[C:24](Cl)(=[O:31])[C:25]1[CH:30]=[CH:29][CH:28]=[CH:27][CH:26]=1.O.N1C=CC=C[CH:35]=1. No catalyst specified. The product is [F:1][C:2]1[CH:3]=[CH:4][C:5]([C:8]2[C:16]3[C:11](=[CH:12][CH:13]=[C:14]([NH:17][C:24]([C:25]4[CH:30]=[CH:29][CH:28]=[CH:27][C:26]=4[CH3:35])=[O:31])[CH:15]=3)[NH:10][N:9]=2)=[CH:6][CH:7]=1. The yield is 0.190. (9) The reactants are [CH2:1]([O:5][CH2:6][C@@H:7]([NH:12][C:13]([C@H:15]1[O:17][C@@H:16]1[C:18]([O:20]CC)=[O:19])=[O:14])[CH2:8][CH:9]([CH3:11])[CH3:10])[CH:2]([CH3:4])[CH3:3].[OH-].[Na+]. The catalyst is C(O)C. The product is [CH2:1]([O:5][CH2:6][C@@H:7]([NH:12][C:13]([C@H:15]1[O:17][C@@H:16]1[C:18]([OH:20])=[O:19])=[O:14])[CH2:8][CH:9]([CH3:11])[CH3:10])[CH:2]([CH3:3])[CH3:4]. The yield is 0.931. (10) The reactants are [CH3:1][O:2][C:3]1[CH:4]=[C:5]([C:9]2[CH:14]=[CH:13][C:12]([C@@H:15]([C:29]([O:31]CC3C=CC=CC=3)=[O:30])[NH:16][C:17]([C@H:19]([CH2:25][CH:26]([CH3:28])[CH3:27])[CH2:20][C:21]([O:23][CH3:24])=[O:22])=[O:18])=[CH:11][CH:10]=2)[CH:6]=[CH:7][CH:8]=1. The catalyst is [Pd].C(OCC)(=O)C. The product is [CH3:24][O:23][C:21]([CH2:20][C@@H:19]([CH2:25][CH:26]([CH3:28])[CH3:27])[C:17]([NH:16][C@@H:15]([C:12]1[CH:13]=[CH:14][C:9]([C:5]2[CH:6]=[CH:7][CH:8]=[C:3]([O:2][CH3:1])[CH:4]=2)=[CH:10][CH:11]=1)[C:29]([OH:31])=[O:30])=[O:18])=[O:22]. The yield is 0.990.